Dataset: Reaction yield outcomes from USPTO patents with 853,638 reactions. Task: Predict the reaction yield, written as a fraction of the theoretical maximum amount of product (1.0 means a 100% yield; for example, 0.34 means a 34% yield). (1) The reactants are Cl[C:2]1[C:6]2=[N:7][CH:8]=[CH:9][C:10]([C:11]3[CH:12]=[N:13][CH:14]=[CH:15][C:16]=3[CH3:17])=[C:5]2[O:4][N:3]=1.[NH:18]1[CH2:23][CH2:22][O:21][CH2:20][CH2:19]1.C(=O)([O-])[O-].[Cs+].[Cs+]. The catalyst is CS(C)=O. The product is [CH3:17][C:16]1[CH:15]=[CH:14][N:13]=[CH:12][C:11]=1[C:10]1[CH:9]=[CH:8][N:7]=[C:6]2[C:2]([N:18]3[CH2:23][CH2:22][O:21][CH2:20][CH2:19]3)=[N:3][O:4][C:5]=12. The yield is 0.760. (2) The product is [NH2:7][C:4]1[CH:5]=[CH:6][C:1]([NH:8][C:9](=[O:15])/[CH:10]=[CH:11]\[C:12]([OH:14])=[O:13])=[CH:2][CH:3]=1. The reactants are [C:1]1([NH2:8])[CH:6]=[CH:5][C:4]([NH2:7])=[CH:3][CH:2]=1.[C:9]1(=[O:15])[O:14][C:12](=[O:13])[CH:11]=[CH:10]1. The yield is 0.990. The catalyst is O1CCCC1. (3) The reactants are [F:1][C:2]([F:20])([S:13]([CH2:16][CH2:17][CH2:18][OH:19])(=[O:15])=[O:14])[C:3]([F:12])([F:11])[C:4]([F:10])([F:9])[C:5]([F:8])([F:7])[F:6].C(N(CC)CC)C.[C:28](Cl)(=[O:31])[CH:29]=[CH2:30]. The catalyst is C(C1C=C(O)C(=CC=1)O)(C)(C)C.ClCCl. The product is [C:28]([O:19][CH2:18][CH2:17][CH2:16][S:13]([C:2]([F:1])([F:20])[C:3]([F:11])([F:12])[C:4]([F:10])([F:9])[C:5]([F:8])([F:7])[F:6])(=[O:15])=[O:14])(=[O:31])[CH:29]=[CH2:30]. The yield is 0.953. (4) The reactants are [CH2:1]([OH:3])C.C([O-])=O.[NH4+].C(O)=O.[CH2:11]([OH:18])[C:12]1[CH:17]=[CH:16][CH:15]=[CH:14][CH:13]=1. The catalyst is [Pd].O. The product is [C:12]1([CH:11]([OH:18])[CH2:1][OH:3])[CH:17]=[CH:16][CH:15]=[CH:14][CH:13]=1. The yield is 0.600. (5) The reactants are [C:1]([C@H:5]1[C:33](=[O:34])[N:32]2[CH2:35][C@@H:29]([CH2:30][C@H:31]2[C:36](O)=[O:37])[O:28][C:17]2=[N:18][C:19]3[CH:20]=[C:21]([O:26][CH3:27])[CH:22]=[CH:23][C:24]=3[N:25]=[C:16]2[CH2:15][CH2:14][CH2:13][CH2:12][CH2:11][C@@H:10]2[CH2:39][C@H:9]2[O:8][C:7](=[O:40])[NH:6]1)([CH3:4])([CH3:3])[CH3:2].[Cl-].[CH:42]1([S:45]([NH:48][C:49]([C@@:51]2([NH3+:56])[CH2:53][C@H:52]2[CH:54]=[CH2:55])=[O:50])(=[O:47])=[O:46])[CH2:44][CH2:43]1.CCN(C(C)C)C(C)C.CN(C(ON1N=NC2C=CC=CC1=2)=[N+](C)C)C.[B-](F)(F)(F)F. The catalyst is C(Cl)Cl.CN(C1C=CN=CC=1)C.CCOC(C)=O. The product is [C:1]([C@H:5]1[C:33](=[O:34])[N:32]2[CH2:35][C@@H:29]([CH2:30][C@H:31]2[C:36]([NH:56][C@:51]2([C:49]([NH:48][S:45]([CH:42]3[CH2:44][CH2:43]3)(=[O:47])=[O:46])=[O:50])[CH2:53][C@H:52]2[CH:54]=[CH2:55])=[O:37])[O:28][C:17]2=[N:18][C:19]3[CH:20]=[C:21]([O:26][CH3:27])[CH:22]=[CH:23][C:24]=3[N:25]=[C:16]2[CH2:15][CH2:14][CH2:13][CH2:12][CH2:11][C@@H:10]2[CH2:39][C@H:9]2[O:8][C:7](=[O:40])[NH:6]1)([CH3:3])([CH3:4])[CH3:2]. The yield is 0.890. (6) The yield is 0.680. The product is [OH:14][CH:13]([C:2]1[CH:7]=[CH:6][CH:5]=[CH:4][N:3]=1)[C:15]1[C:23]2[O:22][C:21]([CH3:24])([CH3:25])[CH2:20][C:19]=2[C:18]([CH3:26])=[C:17]([NH:27][C:28](=[O:34])[CH2:29][C:30]([CH3:33])([CH3:32])[CH3:31])[C:16]=1[CH3:35]. The reactants are Br[C:2]1[CH:7]=[CH:6][CH:5]=[CH:4][N:3]=1.C([Li])CCC.[CH:13]([C:15]1[C:23]2[O:22][C:21]([CH3:25])([CH3:24])[CH2:20][C:19]=2[C:18]([CH3:26])=[C:17]([NH:27][C:28](=[O:34])[CH2:29][C:30]([CH3:33])([CH3:32])[CH3:31])[C:16]=1[CH3:35])=[O:14].O. The catalyst is C(OCC)C.C1COCC1.CCCCCC.C(OCC)(=O)C. (7) The product is [C:1]([C:3]1[CH:4]=[C:5]([N:9]([CH2:15][C:16]2[C:17]([CH3:27])=[N:18][O:19][C:20]=2[C:21]2[CH:22]=[CH:23][CH:24]=[CH:25][CH:26]=2)[C:10](=[O:13])[CH2:11][CH3:12])[CH:6]=[CH:7][CH:8]=1)#[N:2]. No catalyst specified. The yield is 0.840. The reactants are [C:1]([C:3]1[CH:4]=[C:5]([NH:9][C:10](=[O:13])[CH2:11][CH3:12])[CH:6]=[CH:7][CH:8]=1)#[N:2].Br[CH2:15][C:16]1[C:17]([CH3:27])=[N:18][O:19][C:20]=1[C:21]1[CH:26]=[CH:25][CH:24]=[CH:23][CH:22]=1.